Dataset: Forward reaction prediction with 1.9M reactions from USPTO patents (1976-2016). Task: Predict the product of the given reaction. (1) Given the reactants C(OC(=O)[NH:7][CH2:8][CH2:9][N:10]([CH2:12][CH2:13][N:14]1[C:23](=[O:24])[C:22]2[CH:25]=[CH:26][C:27]([O:28][CH3:29])=[C:20]3[C:21]=2[C:16](=[C:17]2[CH:33]=[CH:32][CH:31]=[CH:30][C:18]2=[CH:19]3)[C:15]1=[O:34])[CH3:11])(C)(C)C.Cl, predict the reaction product. The product is: [NH2:7][CH2:8][CH2:9][N:10]([CH3:11])[CH2:12][CH2:13][N:14]1[C:23](=[O:24])[C:22]2[CH:25]=[CH:26][C:27]([O:28][CH3:29])=[C:20]3[C:21]=2[C:16](=[C:17]2[CH:33]=[CH:32][CH:31]=[CH:30][C:18]2=[CH:19]3)[C:15]1=[O:34]. (2) Given the reactants [OH:1][C:2]1[C:3]([C:10]([OH:12])=[O:11])=[N:4][CH:5]=[CH:6][C:7]=1[O:8][CH3:9].S(=O)(=O)(O)O.[CH2:18](O)[CH3:19], predict the reaction product. The product is: [CH2:18]([O:11][C:10]([C:3]1[C:2]([OH:1])=[C:7]([O:8][CH3:9])[CH:6]=[CH:5][N:4]=1)=[O:12])[CH3:19]. (3) Given the reactants [OH:1][C:2]1[CH:11]=[CH:10][CH:9]=[C:8]2[C:3]=1[CH2:4][CH2:5][CH2:6][C:7]2=[O:12].Br[CH2:14][CH:15]1[CH2:17][CH2:16]1.C([O-])([O-])=O.[K+].[K+], predict the reaction product. The product is: [CH:15]1([CH2:14][O:1][C:2]2[CH:11]=[CH:10][CH:9]=[C:8]3[C:3]=2[CH2:4][CH2:5][CH2:6][C:7]3=[O:12])[CH2:17][CH2:16]1.